Dataset: Reaction yield outcomes from USPTO patents with 853,638 reactions. Task: Predict the reaction yield, written as a fraction of the theoretical maximum amount of product (1.0 means a 100% yield; for example, 0.34 means a 34% yield). (1) The reactants are [Br:1][C:2]1[CH:3]=[CH:4][C:5]2[O:14][CH2:13][CH2:12][N:11]3[C:7](=[N:8][C:9]([I:16])=[C:10]3I)[C:6]=2[CH:17]=1.CC[Mg+].[Br-]. The catalyst is O1CCCC1. The product is [Br:1][C:2]1[CH:3]=[CH:4][C:5]2[O:14][CH2:13][CH2:12][N:11]3[C:7](=[N:8][C:9]([I:16])=[CH:10]3)[C:6]=2[CH:17]=1. The yield is 0.660. (2) The reactants are [F:1][C:2]([F:7])([F:6])[C:3]([OH:5])=[O:4].[C:8]1([C:14]2[CH:19]=[C:18]([CH:20]3[CH2:25][CH2:24][NH:23][CH2:22][CH2:21]3)[CH:17]=[CH:16][C:15]=2[NH:26][C:27]([C:29]2[NH:30][CH:31]=[C:32]([C:34]#[N:35])[N:33]=2)=[O:28])[CH2:13][CH2:12][CH2:11][CH2:10][CH:9]=1.CCN(CC)CC.Br[CH2:44][C:45]([NH2:47])=[O:46]. The catalyst is C(Cl)Cl. The product is [F:1][C:2]([F:7])([F:6])[C:3]([OH:5])=[O:4].[C:45]([CH2:44][N:23]1[CH2:22][CH2:21][CH:20]([C:18]2[CH:17]=[CH:16][C:15]([NH:26][C:27]([C:29]3[NH:30][CH:31]=[C:32]([C:34]#[N:35])[N:33]=3)=[O:28])=[C:14]([C:8]3[CH2:13][CH2:12][CH2:11][CH2:10][CH:9]=3)[CH:19]=2)[CH2:25][CH2:24]1)(=[O:46])[NH2:47]. The yield is 0.750. (3) The reactants are [C:1]([O:5][C:6]([NH:8][NH:9][C:10]1[CH:18]=[CH:17][C:13]([C:14]([OH:16])=O)=[CH:12][CH:11]=1)=[O:7])([CH3:4])([CH3:3])[CH3:2].C(N(C(C)C)CC)(C)C.C1CN([P+](Br)(N2CCCC2)N2CCCC2)CC1.F[P-](F)(F)(F)(F)F.Cl.[NH2:53][CH2:54][CH2:55][NH:56][C:57](=[O:66])[O:58][CH2:59][C:60]1[CH:65]=[CH:64][CH:63]=[CH:62][CH:61]=1. The catalyst is CN(C)C=O. The product is [C:1]([O:5][C:6]([NH:8][NH:9][C:10]1[CH:11]=[CH:12][C:13]([C:14]([NH:53][CH2:54][CH2:55][NH:56][C:57]([O:58][CH2:59][C:60]2[CH:65]=[CH:64][CH:63]=[CH:62][CH:61]=2)=[O:66])=[O:16])=[CH:17][CH:18]=1)=[O:7])([CH3:2])([CH3:3])[CH3:4]. The yield is 0.668. (4) The reactants are [N+:1]([C:4]1[CH:5]=[C:6](I)[CH:7]=[CH:8][CH:9]=1)([O-:3])=[O:2].[CH3:11][C:12]1[CH:17]=[CH:16][CH:15]=[C:14]([SH:18])[CH:13]=1.C([O-])([O-])=O.[K+].[K+].C(O)CO. The catalyst is [Cu]I.CC(O)C. The product is [C:12]1([CH3:11])[CH:17]=[CH:16][CH:15]=[C:14]([S:18][C:6]2[CH:7]=[CH:8][CH:9]=[C:4]([N+:1]([O-:3])=[O:2])[CH:5]=2)[CH:13]=1. The yield is 0.850. (5) The reactants are [O:1]1[C:5]2[CH:6]=[CH:7][CH:8]=[CH:9][C:4]=2[N:3]=[C:2]1[C:10]1[N:11]=[C:12]2[C:18]3[CH:19]=[CH:20][CH:21]=[CH:22][C:17]=3[NH:16][C:15]3[N:23]=[CH:24][CH:25]=[CH:26][C:14]=3[N:13]2[C:27]=1[C:28]1[CH:33]=[CH:32][C:31]([C:34]2([NH:38]C(=O)OC(C)(C)C)[CH2:37][CH2:36][CH2:35]2)=[CH:30][CH:29]=1.[ClH:46].O1CCOCC1. The catalyst is C(Cl)Cl. The product is [ClH:46].[ClH:46].[ClH:46].[O:1]1[C:5]2[CH:6]=[CH:7][CH:8]=[CH:9][C:4]=2[N:3]=[C:2]1[C:10]1[N:11]=[C:12]2[C:18]3[CH:19]=[CH:20][CH:21]=[CH:22][C:17]=3[NH:16][C:15]3[N:23]=[CH:24][CH:25]=[CH:26][C:14]=3[N:13]2[C:27]=1[C:28]1[CH:29]=[CH:30][C:31]([C:34]2([NH2:38])[CH2:37][CH2:36][CH2:35]2)=[CH:32][CH:33]=1. The yield is 0.927. (6) The reactants are [CH3:1][C:2]([O:5][C:6]([NH:8][C@H:9]([C:11]([NH:13][C@@H:14]([CH2:21][CH2:22][C:23]1[CH:28]=[CH:27][CH:26]=[CH:25][CH:24]=1)/[CH:15]=[CH:16]/[C:17]([O:19]C)=[O:18])=[O:12])[CH3:10])=[O:7])([CH3:4])[CH3:3].[Li+].[OH-].Cl. The catalyst is C1COCC1.O. The product is [CH3:1][C:2]([O:5][C:6]([NH:8][C@H:9]([C:11]([NH:13][C@@H:14]([CH2:21][CH2:22][C:23]1[CH:28]=[CH:27][CH:26]=[CH:25][CH:24]=1)/[CH:15]=[CH:16]/[C:17]([OH:19])=[O:18])=[O:12])[CH3:10])=[O:7])([CH3:3])[CH3:4]. The yield is 0.850.